From a dataset of Catalyst prediction with 721,799 reactions and 888 catalyst types from USPTO. Predict which catalyst facilitates the given reaction. (1) Reactant: [NH2:1][C:2]1[CH:27]=[CH:26][C:5]([O:6][C:7]2[N:12]=[CH:11][N:10]=[C:9]([NH:13][C:14]([N:16]3[CH2:21][CH2:20][CH:19]([N:22]4[CH2:25][CH2:24][CH2:23]4)[CH2:18][CH2:17]3)=[O:15])[CH:8]=2)=[C:4]([F:28])[CH:3]=1.CC1(C)C2(CS(O)(=O)=O)C(CC1CC2)=O.[F:44][C:45]1[CH:50]=[CH:49][C:48]([CH2:51][C:52]([N:54]=[C:55]=[S:56])=[O:53])=[CH:47][CH:46]=1.C(#N)C.C(=O)([O-])O.[Na+]. Product: [F:28][C:4]1[CH:3]=[C:2]([NH:1][C:55]([NH:54][C:52](=[O:53])[CH2:51][C:48]2[CH:49]=[CH:50][C:45]([F:44])=[CH:46][CH:47]=2)=[S:56])[CH:27]=[CH:26][C:5]=1[O:6][C:7]1[N:12]=[CH:11][N:10]=[C:9]([NH:13][C:14]([N:16]2[CH2:21][CH2:20][CH:19]([N:22]3[CH2:25][CH2:24][CH2:23]3)[CH2:18][CH2:17]2)=[O:15])[CH:8]=1. The catalyst class is: 162. (2) Reactant: [Cl:1][C:2]1[N:7]=[CH:6][C:5]2[CH:8]=[CH:9][NH:10][C:4]=2[CH:3]=1.[OH-].[K+].[I:13]I. Product: [Cl:1][C:2]1[N:7]=[CH:6][C:5]2[C:8]([I:13])=[CH:9][NH:10][C:4]=2[CH:3]=1. The catalyst class is: 35. (3) Reactant: [F:1][C:2]([F:11])([F:10])[C:3]1[CH:9]=[CH:8][C:6]([NH2:7])=[CH:5][CH:4]=1.C([O-])(O)=O.[Na+].[CH3:17][C:18]1[O:22][N:21]=[CH:20][C:19]=1[C:23](Cl)=[O:24]. Product: [CH3:17][C:18]1[O:22][N:21]=[CH:20][C:19]=1[C:23]([NH:7][C:6]1[CH:5]=[CH:4][C:3]([C:2]([F:10])([F:11])[F:1])=[CH:9][CH:8]=1)=[O:24]. The catalyst class is: 6. (4) Reactant: C[Si](Cl)(C)C.Br[C:7]([F:14])([F:13])[C:8]([O:10][CH2:11][CH3:12])=[O:9].N1([CH2:24][N:25]([CH2:33][C:34]2[CH:39]=[CH:38][CH:37]=[CH:36][CH:35]=2)[CH2:26][C:27]2[CH:32]=[CH:31][CH:30]=[CH:29][CH:28]=2)C2C=CC=CC=2N=N1. Product: [CH2:33]([N:25]([CH2:26][C:27]1[CH:32]=[CH:31][CH:30]=[CH:29][CH:28]=1)[CH2:24][C:7]([F:14])([F:13])[C:8]([O:10][CH2:11][CH3:12])=[O:9])[C:34]1[CH:39]=[CH:38][CH:37]=[CH:36][CH:35]=1. The catalyst class is: 1. (5) Reactant: [Cl:1][C:2]1[CH:3]=[CH:4][C:5]2[N:11]3[C:12]([C:15]([F:18])([F:17])[F:16])=[N:13][N:14]=[C:10]3[C@@H:9]([CH2:19][N:20]3[C:24]([CH2:25][CH2:26][C:27]([O:29]CC)=[O:28])=[N:23][N:22]=[N:21]3)[CH2:8][C@H:7]([C:32]3[CH:37]=[CH:36][CH:35]=[C:34]([O:38][CH3:39])[C:33]=3[O:40][CH3:41])[C:6]=2[CH:42]=1.C(=O)([O-])[O-].[K+].[K+].Cl. Product: [Cl:1][C:2]1[CH:3]=[CH:4][C:5]2[N:11]3[C:12]([C:15]([F:16])([F:17])[F:18])=[N:13][N:14]=[C:10]3[C@@H:9]([CH2:19][N:20]3[C:24]([CH2:25][CH2:26][C:27]([OH:29])=[O:28])=[N:23][N:22]=[N:21]3)[CH2:8][C@H:7]([C:32]3[CH:37]=[CH:36][CH:35]=[C:34]([O:38][CH3:39])[C:33]=3[O:40][CH3:41])[C:6]=2[CH:42]=1. The catalyst class is: 193. (6) Reactant: Cl.Cl[CH2:3][C:4]1[C:5]([NH:16][CH:17]([CH3:19])[CH3:18])=[N:6][C:7]2[C:12]([CH:13]=1)=[CH:11][C:10]([O:14][CH3:15])=[CH:9][CH:8]=2.[CH3:20][O:21][C:22]1[CH:23]=[C:24]2[C:29](=[CH:30][C:31]=1[O:32][CH3:33])[C:28]([CH2:34][CH2:35][CH3:36])=[N:27][C:26]([OH:37])=[CH:25]2.[Li+].[OH-]. The catalyst class is: 308. Product: [CH:17]([NH:16][C:5]1[C:4]([CH2:3][C:25]2[C:24]3[C:29](=[CH:30][C:31]([O:32][CH3:33])=[C:22]([O:21][CH3:20])[CH:23]=3)[C:28]([CH2:34][CH2:35][CH3:36])=[N:27][C:26]=2[OH:37])=[CH:13][C:12]2[C:7](=[CH:8][CH:9]=[C:10]([O:14][CH3:15])[CH:11]=2)[N:6]=1)([CH3:19])[CH3:18].